This data is from Catalyst prediction with 721,799 reactions and 888 catalyst types from USPTO. The task is: Predict which catalyst facilitates the given reaction. Product: [F:9][C:5]1[C:6]([NH2:8])=[CH:7][C:2]2[C:3](=[CH:10][C:11](=[O:13])[N:1]=2)[CH:4]=1. Reactant: [NH2:1][C:2]1[CH:7]=[C:6]([NH2:8])[C:5]([F:9])=[CH:4][C:3]=1[CH2:10][C:11]([OH:13])=O.[OH-].[Na+]. The catalyst class is: 33.